From a dataset of Catalyst prediction with 721,799 reactions and 888 catalyst types from USPTO. Predict which catalyst facilitates the given reaction. (1) Reactant: F[C:2]1[CH:16]=[CH:15][C:5]([C:6]([C:8]2[CH:13]=[C:12]([CH3:14])[CH:11]=[CH:10][N:9]=2)=[O:7])=[CH:4][CH:3]=1.[N-:17]=[N+]=[N-].[Na+].O. Product: [NH2:17][C:2]1[CH:16]=[CH:15][C:5]([CH:6]([C:8]2[CH:13]=[C:12]([CH3:14])[CH:11]=[CH:10][N:9]=2)[OH:7])=[CH:4][CH:3]=1. The catalyst class is: 16. (2) Reactant: [CH2:1]([O:4][CH:5]1[CH2:10][CH2:9]CCN1C([O-])=O)CC.[C:14](O)([C:16](F)(F)F)=[O:15].[Cl:21][C:22]1[CH:23]=[C:24]([C:28]([OH:30])=O)[NH:25][C:26]=1[CH3:27].C1C=CC2N([OH:40])N=NC=2C=1.CN1CCOCC1.Cl.C(N=C=[N:53][CH2:54][CH2:55][CH2:56][N:57]([CH3:59])[CH3:58])C. Product: [Cl:21][C:22]1[CH:23]=[C:24]([C:28]([NH:53][C@@H:54]2[CH2:55][CH2:56][N:57]([C:58]([O:15][CH2:14][CH3:16])=[O:40])[CH2:59][C@@H:1]2[O:4][CH2:5][CH2:10][CH3:9])=[O:30])[NH:25][C:26]=1[CH3:27]. The catalyst class is: 4.